From a dataset of Reaction yield outcomes from USPTO patents with 853,638 reactions. Predict the reaction yield, written as a fraction of the theoretical maximum amount of product (1.0 means a 100% yield; for example, 0.34 means a 34% yield). (1) The reactants are N12CCCN=C1CC[CH2:4][CH2:3][CH2:2]2.[OH:12][CH:13]([CH2:32][C:33]1[CH:38]=[CH:37][CH:36]=[CH:35][CH:34]=1)/[CH:14]=[CH:15]/[C@H:16]1[CH2:21][CH2:20][CH2:19][C:18](=[O:22])[N:17]1[CH2:23][C:24]#[C:25][CH2:26][CH2:27][CH2:28][C:29]([OH:31])=[O:30].IC(C)C. The catalyst is CC(C)=O.CCOC(C)=O. The product is [CH:3]([O:30][C:29](=[O:31])[CH2:28][CH2:27][CH2:26][C:25]#[C:24][CH2:23][N:17]1[C:18](=[O:22])[CH2:19][CH2:20][CH2:21][C@@H:16]1/[CH:15]=[CH:14]/[CH:13]([OH:12])[CH2:32][C:33]1[CH:34]=[CH:35][CH:36]=[CH:37][CH:38]=1)([CH3:4])[CH3:2]. The yield is 0.470. (2) The reactants are [CH3:1][O:2][C:3](=[O:31])[C:4]1[CH:9]=[CH:8][C:7]([CH2:10][N:11]2[CH:15]=[C:14]([C:16]3[CH:21]=[CH:20][C:19]([Cl:22])=[CH:18][C:17]=3[Cl:23])[N:13]=[C:12]2[C:24]2[CH:29]=[CH:28][C:27](Br)=[CH:26][CH:25]=2)=[CH:6][CH:5]=1.[CH3:32][S:33]([C:36]1[CH:37]=[C:38](B(O)O)[CH:39]=[CH:40][CH:41]=1)(=[O:35])=[O:34]. No catalyst specified. The product is [CH3:1][O:2][C:3](=[O:31])[C:4]1[CH:9]=[CH:8][C:7]([CH2:10][N:11]2[CH:15]=[C:14]([C:16]3[CH:21]=[CH:20][C:19]([Cl:22])=[CH:18][C:17]=3[Cl:23])[N:13]=[C:12]2[C:24]2[CH:29]=[CH:28][C:27]([C:40]3[CH:39]=[CH:38][CH:37]=[C:36]([S:33]([CH3:32])(=[O:35])=[O:34])[CH:41]=3)=[CH:26][CH:25]=2)=[CH:6][CH:5]=1. The yield is 0.710. (3) The reactants are [Cl:1][C:2]1[CH:3]=[C:4]([CH:7]=[C:8]([OH:11])[C:9]=1[OH:10])[CH:5]=[O:6].[C:12]([O-])([O-])=O.[Cs+].[Cs+].O. The catalyst is CN(C=O)C. The product is [Cl:1][C:2]1[C:9]2[O:10][CH2:12][O:11][C:8]=2[CH:7]=[C:4]([CH:5]=[O:6])[CH:3]=1. The yield is 0.700.